From a dataset of Full USPTO retrosynthesis dataset with 1.9M reactions from patents (1976-2016). Predict the reactants needed to synthesize the given product. (1) The reactants are: Br[C:2]1[CH:10]=[CH:9][C:5]([C:6]([OH:8])=[O:7])=[C:4]([O:11][C:12]([F:15])([F:14])[F:13])[CH:3]=1.[CH:16]([B-](F)(F)F)=[CH2:17].[K+].C([O-])([O-])=O.[K+].[K+]. Given the product [F:13][C:12]([F:15])([F:14])[O:11][C:4]1[CH:3]=[C:2]([CH:16]=[CH2:17])[CH:10]=[CH:9][C:5]=1[C:6]([OH:8])=[O:7], predict the reactants needed to synthesize it. (2) Given the product [CH:1]1([C:4]2[NH:8][N:7]=[C:6]([NH:9][C:10]3[C:17]([F:18])=[CH:16][C:13]([C:14]([NH2:15])=[O:30])=[C:12]([NH:19][C@H:20]([C:23]4[CH:28]=[CH:27][C:26]([F:29])=[CH:25][CH:24]=4)[CH2:21][OH:22])[N:11]=3)[CH:5]=2)[CH2:3][CH2:2]1, predict the reactants needed to synthesize it. The reactants are: [CH:1]1([C:4]2[NH:8][N:7]=[C:6]([NH:9][C:10]3[C:17]([F:18])=[CH:16][C:13]([C:14]#[N:15])=[C:12]([NH:19][C@H:20]([C:23]4[CH:28]=[CH:27][C:26]([F:29])=[CH:25][CH:24]=4)[CH2:21][OH:22])[N:11]=3)[CH:5]=2)[CH2:3][CH2:2]1.[OH-:30].[K+].OO.